From a dataset of Forward reaction prediction with 1.9M reactions from USPTO patents (1976-2016). Predict the product of the given reaction. (1) Given the reactants [CH3:1][C:2]1[CH:7]=[CH:6][C:5]([OH:8])=[C:4]([C@@H:9]([C:19]2[CH:24]=[CH:23][CH:22]=[CH:21][CH:20]=2)[CH2:10][CH2:11][N:12]([CH:16]([CH3:18])[CH3:17])[CH:13]([CH3:15])[CH3:14])[CH:3]=1.[C@H:25]([OH:34])([C:31]([OH:33])=[O:32])[C@@H:26]([OH:30])[C:27]([OH:29])=[O:28], predict the reaction product. The product is: [CH3:1][C:2]1[CH:7]=[CH:6][C:5]([OH:8])=[C:4]([C@@H:9]([C:19]2[CH:24]=[CH:23][CH:22]=[CH:21][CH:20]=2)[CH2:10][CH2:11][N:12]([CH:13]([CH3:15])[CH3:14])[CH:16]([CH3:17])[CH3:18])[CH:3]=1.[CH:25]([OH:34])([C:31]([OH:33])=[O:32])[CH:26]([OH:30])[C:27]([OH:29])=[O:28]. (2) Given the reactants Br[C:2]1[CH:7]=[C:6]([Cl:8])[CH:5]=[CH:4][C:3]=1[N:9]1[CH2:14][CH2:13][O:12][C:11]2[CH:15]=[C:16]([S:19]([N:22]([CH2:28][C:29]3[CH:34]=[CH:33][C:32]([O:35][CH3:36])=[CH:31][CH:30]=3)[C:23]3[S:24][CH:25]=[CH:26][N:27]=3)(=[O:21])=[O:20])[CH:17]=[CH:18][C:10]1=2.B1([C:46]2[CH2:51][CH2:50][N:49]([C:52]([O:54][C:55]([CH3:58])([CH3:57])[CH3:56])=[O:53])[CH2:48][CH:47]=2)OC(C)(C)C(C)(C)O1.C([O-])([O-])=O.[K+].[K+], predict the reaction product. The product is: [Cl:8][C:6]1[CH:5]=[CH:4][C:3]([N:9]2[CH2:14][CH2:13][O:12][C:11]3[CH:15]=[C:16]([S:19](=[O:21])(=[O:20])[N:22]([CH2:28][C:29]4[CH:34]=[CH:33][C:32]([O:35][CH3:36])=[CH:31][CH:30]=4)[C:23]4[S:24][CH:25]=[CH:26][N:27]=4)[CH:17]=[CH:18][C:10]2=3)=[C:2]([C:46]2[CH2:51][CH2:50][N:49]([C:52]([O:54][C:55]([CH3:58])([CH3:57])[CH3:56])=[O:53])[CH2:48][CH:47]=2)[CH:7]=1. (3) Given the reactants [CH3:1][O:2][C:3]1[C:4]([O:29][CH2:30][CH2:31][CH2:32][N:33]2[CH2:37][CH2:36][CH2:35][CH2:34]2)=[CH:5][C:6]2[CH2:15][CH:14]([C:16]([CH3:21])([CH3:20])[CH2:17][O:18][CH3:19])[N:13]3[C:8](=[CH:9][C:10](=[O:27])[C:11]([C:22]([O:24]CC)=[O:23])=[CH:12]3)[C:7]=2[CH:28]=1.[Li+].[OH-].Cl, predict the reaction product. The product is: [CH3:1][O:2][C:3]1[C:4]([O:29][CH2:30][CH2:31][CH2:32][N:33]2[CH2:34][CH2:35][CH2:36][CH2:37]2)=[CH:5][C:6]2[CH2:15][CH:14]([C:16]([CH3:20])([CH3:21])[CH2:17][O:18][CH3:19])[N:13]3[C:8](=[CH:9][C:10](=[O:27])[C:11]([C:22]([OH:24])=[O:23])=[CH:12]3)[C:7]=2[CH:28]=1. (4) Given the reactants [NH2:1][C:2]1[C:3]2[N:11]=[C:10]([C:12]3[CH:13]=[C:14]([CH:18]=[CH:19][CH:20]=3)[C:15]([OH:17])=O)[CH:9]=[CH:8][C:4]=2[N:5]=[CH:6][N:7]=1.N[CH:22]1[CH2:25][CH2:24][CH:23]1[OH:26].C[N:28](C(ON1N=NC2C=CC=NC1=2)=[N+](C)C)C.F[P-](F)(F)(F)(F)F.CCN(C(C)C)C(C)C, predict the reaction product. The product is: [NH2:1][C:2]1[C:3]2[N:11]=[C:10]([C:12]3[CH:13]=[C:14]([CH:18]=[CH:19][CH:20]=3)[C:15]([NH:28][CH:25]3[CH2:24][CH:23]([OH:26])[CH2:22]3)=[O:17])[CH:9]=[CH:8][C:4]=2[N:5]=[CH:6][N:7]=1. (5) Given the reactants [C:1]([C:3]1[C:4](=[O:10])[NH:5][C:6](=[O:9])[NH:7][CH:8]=1)#[N:2].Cl.[NH2:12][OH:13].C(N(CC)CC)C, predict the reaction product. The product is: [OH:13][N:12]=[C:1]([C:3]1[C:4](=[O:10])[NH:5][C:6](=[O:9])[NH:7][CH:8]=1)[NH2:2]. (6) Given the reactants Br[C:2]1[N:7]=[C:6]([NH2:8])[CH:5]=[CH:4][CH:3]=1.[CH:9](=O)[C:10]1[CH:15]=[CH:14][CH:13]=[CH:12][CH:11]=1.B(O)(O)C1C=CC(C)=CC=1.C(=O)([O-])[O-].[Na+].[Na+].[ClH:33].O1CCOCC1, predict the reaction product. The product is: [ClH:33].[C:10]1([CH3:9])[CH:15]=[CH:14][C:13]([C:2]2[N:7]=[C:6]([NH2:8])[CH:5]=[CH:4][CH:3]=2)=[CH:12][CH:11]=1.